From a dataset of Catalyst prediction with 721,799 reactions and 888 catalyst types from USPTO. Predict which catalyst facilitates the given reaction. (1) Reactant: Br[CH2:2][CH2:3][OH:4].[CH3:5][N:6]1[CH2:11][CH2:10][NH:9][CH2:8][C:7]1=[O:12].C(=O)([O-])[O-].[K+].[K+]. Product: [OH:4][CH2:3][CH2:2][N:9]1[CH2:10][CH2:11][N:6]([CH3:5])[C:7](=[O:12])[CH2:8]1. The catalyst class is: 1. (2) Reactant: [CH2:1]([O:8][N:9]([CH2:12][C@H:13]([O:44][CH2:45][C:46]1[CH:51]=[CH:50][CH:49]=[CH:48][CH:47]=1)[C@H:14]([O:36][CH2:37][C:38]1[CH:43]=[CH:42][CH:41]=[CH:40][CH:39]=1)[C@H:15]([O:28][CH2:29][C:30]1[CH:35]=[CH:34][CH:33]=[CH:32][CH:31]=1)[CH2:16][O:17][Si](C(C)C)(C(C)C)C(C)C)[CH:10]=[O:11])[C:2]1[CH:7]=[CH:6][CH:5]=[CH:4][CH:3]=1.CCCC[N+](CCCC)(CCCC)CCCC.[F-]. Product: [CH2:1]([O:8][N:9]([CH2:12][C@H:13]([O:44][CH2:45][C:46]1[CH:47]=[CH:48][CH:49]=[CH:50][CH:51]=1)[C@H:14]([O:36][CH2:37][C:38]1[CH:43]=[CH:42][CH:41]=[CH:40][CH:39]=1)[C@H:15]([O:28][CH2:29][C:30]1[CH:31]=[CH:32][CH:33]=[CH:34][CH:35]=1)[CH2:16][OH:17])[CH:10]=[O:11])[C:2]1[CH:7]=[CH:6][CH:5]=[CH:4][CH:3]=1. The catalyst class is: 1.